Predict the reaction yield, written as a fraction of the theoretical maximum amount of product (1.0 means a 100% yield; for example, 0.34 means a 34% yield). From a dataset of Reaction yield outcomes from USPTO patents with 853,638 reactions. (1) The reactants are [OH:1][C:2]1[CH:3]=[C:4]2[C:8](=[CH:9][CH:10]=1)[C:7](=[O:11])[CH2:6][CH2:5]2.N(C(OC(C)C)=O)=NC(OC(C)C)=O.[F:26][C:27]([F:42])([F:41])[C:28]1[CH:33]=[CH:32][C:31]([N:34]2[CH2:39][CH2:38][CH:37](O)[CH2:36][CH2:35]2)=[CH:30][CH:29]=1.C1(P(C2C=CC=CC=2)C2C=CC=CC=2)C=CC=CC=1. The catalyst is C1(C)C=CC=CC=1. The product is [F:42][C:27]([F:26])([F:41])[C:28]1[CH:29]=[CH:30][C:31]([N:34]2[CH2:39][CH2:38][CH:37]([O:1][C:2]3[CH:3]=[C:4]4[C:8](=[CH:9][CH:10]=3)[C:7](=[O:11])[CH2:6][CH2:5]4)[CH2:36][CH2:35]2)=[CH:32][CH:33]=1. The yield is 0.790. (2) The reactants are Br[C:2](=[C:11]1[C:19]2[C:14](=[CH:15][CH:16]=[CH:17][CH:18]=2)[NH:13][C:12]1=[O:20])[C:3]1[CH:8]=[CH:7][C:6]([O:9][CH3:10])=[CH:5][CH:4]=1.C(=O)([O-])[O-].[Na+].[Na+].[CH2:27]([O:29][C:30]1[CH:31]=[C:32](B(O)O)[CH:33]=[CH:34][CH:35]=1)[CH3:28].O. The catalyst is C1(C)C=CC=CC=1.C(O)C.C1C=CC([P]([Pd]([P](C2C=CC=CC=2)(C2C=CC=CC=2)C2C=CC=CC=2)([P](C2C=CC=CC=2)(C2C=CC=CC=2)C2C=CC=CC=2)[P](C2C=CC=CC=2)(C2C=CC=CC=2)C2C=CC=CC=2)(C2C=CC=CC=2)C2C=CC=CC=2)=CC=1. The product is [CH2:27]([O:29][C:30]1[CH:35]=[C:34]([C:5]2[C:6]([O:9][CH3:10])=[CH:7][CH:8]=[C:3]([CH:2]=[C:11]3[C:19]4[C:14](=[CH:15][CH:16]=[CH:17][CH:18]=4)[NH:13][C:12]3=[O:20])[CH:4]=2)[CH:33]=[CH:32][CH:31]=1)[CH3:28]. The yield is 0.390. (3) The reactants are [C:1]([C:5]1[CH:10]=[CH:9][C:8]([C:11]2[N:15]([CH3:16])[N:14]=[C:13]([C:17](=O)[CH3:18])[C:12]=2[OH:20])=[CH:7][CH:6]=1)([CH3:4])([CH3:3])[CH3:2].[Br:21][C:22]1[CH:31]=[C:30]([C:32]([NH:34][NH2:35])=[O:33])[CH:29]=[CH:28][C:23]=1[C:24]([O:26][CH3:27])=[O:25]. The catalyst is C(O)(C)C. The product is [Br:21][C:22]1[CH:31]=[C:30]([C:32]([NH:34][N:35]=[C:17]([C:13]2[C:12]([OH:20])=[C:11]([C:8]3[CH:9]=[CH:10][C:5]([C:1]([CH3:4])([CH3:3])[CH3:2])=[CH:6][CH:7]=3)[N:15]([CH3:16])[N:14]=2)[CH3:18])=[O:33])[CH:29]=[CH:28][C:23]=1[C:24]([O:26][CH3:27])=[O:25]. The yield is 0.860.